Task: Predict the reactants needed to synthesize the given product.. Dataset: Full USPTO retrosynthesis dataset with 1.9M reactions from patents (1976-2016) Given the product [CH2:1]([O:7][C:8]1[CH:15]=[CH:14][C:11]([CH:12]=[CH:25][C:24]([C:18]2[CH:19]=[CH:20][C:21]([CH3:23])=[CH:22][C:17]=2[OH:16])=[O:26])=[CH:10][CH:9]=1)[CH2:2][CH2:3][CH2:4][C:5]#[CH:6], predict the reactants needed to synthesize it. The reactants are: [CH2:1]([O:7][C:8]1[CH:15]=[CH:14][C:11]([CH:12]=O)=[CH:10][CH:9]=1)[CH2:2][CH2:3][CH2:4][C:5]#[CH:6].[OH:16][C:17]1[CH:22]=[C:21]([CH3:23])[CH:20]=[CH:19][C:18]=1[C:24](=[O:26])[CH3:25].